This data is from Full USPTO retrosynthesis dataset with 1.9M reactions from patents (1976-2016). The task is: Predict the reactants needed to synthesize the given product. Given the product [Cl:1][C:2]1[CH:3]=[CH:4][C:5]([NH:14][CH2:15][C:16]([OH:18])=[O:17])=[C:6]([C:8]2[CH:13]=[CH:12][CH:11]=[CH:10][CH:9]=2)[CH:7]=1, predict the reactants needed to synthesize it. The reactants are: [Cl:1][C:2]1[CH:3]=[CH:4][C:5]([NH:14][CH2:15][C:16]([O:18]C(C)(C)C)=[O:17])=[C:6]([C:8]2[CH:13]=[CH:12][CH:11]=[CH:10][CH:9]=2)[CH:7]=1.